From a dataset of Forward reaction prediction with 1.9M reactions from USPTO patents (1976-2016). Predict the product of the given reaction. (1) Given the reactants [Br:1][CH2:2][C:3]([NH2:5])=[O:4].C(Cl)(=O)[C:7](Cl)=[O:8].[C:12]([OH:16])([CH3:15])([CH3:14])[CH3:13].CCCCCCC, predict the reaction product. The product is: [C:12]([O:16][C:7](=[O:8])[NH:5][C:3](=[O:4])[CH2:2][Br:1])([CH3:15])([CH3:14])[CH3:13]. (2) The product is: [O:1]1[C:5]2[CH:6]=[CH:7][CH:8]=[CH:9][C:4]=2[C:3]([C:10]2[CH:15]=[CH:14][C:13]([OH:16])=[CH:12][C:11]=2[OH:18])=[N:2]1. Given the reactants [O:1]1[C:5]2[CH:6]=[CH:7][CH:8]=[CH:9][C:4]=2[C:3]([C:10]2[CH:15]=[CH:14][C:13]([O:16]C)=[CH:12][C:11]=2[OH:18])=[N:2]1.B(Br)(Br)Br.O, predict the reaction product. (3) The product is: [Br:1][C:2]1[C:10]2[C:9]([NH:22][CH2:23][C:24]3[CH:29]=[CH:28][CH:27]=[CH:26][N:25]=3)=[N:8][CH:7]=[N:6][C:5]=2[S:4][CH:3]=1. Given the reactants [Br:1][C:2]1[C:10]2[C:9](Cl)=[N:8][CH:7]=[N:6][C:5]=2[S:4][CH:3]=1.C(O)C.C(N(CC)CC)C.[NH2:22][CH2:23][C:24]1[CH:29]=[CH:28][CH:27]=[CH:26][N:25]=1, predict the reaction product. (4) Given the reactants Cl[C:2]1[CH:7]=[C:6]([Cl:8])[N:5]=[C:4]([NH2:9])[N:3]=1.[CH:10]1([NH2:13])[CH2:12][CH2:11]1.CCN(C(C)C)C(C)C, predict the reaction product. The product is: [Cl:8][C:6]1[N:5]=[C:4]([NH2:9])[N:3]=[C:2]([NH:13][CH:10]2[CH2:12][CH2:11]2)[CH:7]=1.